Dataset: Reaction yield outcomes from USPTO patents with 853,638 reactions. Task: Predict the reaction yield, written as a fraction of the theoretical maximum amount of product (1.0 means a 100% yield; for example, 0.34 means a 34% yield). (1) The reactants are [C:1]([NH:5][C:6]1[CH:7]=[C:8]2[C:12](=[CH:13][CH:14]=1)[NH:11][C:10]([C:15]([O:17]CC)=[O:16])=[CH:9]2)(=[O:4])[CH2:2][CH3:3].C([O-])([O-])=O.[Cs+].[Cs+]. The catalyst is CCO.O. The product is [C:1]([NH:5][C:6]1[CH:7]=[C:8]2[C:12](=[CH:13][CH:14]=1)[NH:11][C:10]([C:15]([OH:17])=[O:16])=[CH:9]2)(=[O:4])[CH2:2][CH3:3]. The yield is 0.560. (2) The yield is 0.310. The reactants are COC1C=CC(C[N:8]2[CH:17]=[C:16]3[C:10]([CH:11]([CH3:29])[CH2:12][CH2:13][C:14]4[S:20][C:19]([NH:21][C:22]5[N:27]=[C:26]([CH3:28])[CH:25]=[CH:24][N:23]=5)=[N:18][C:15]=43)=[N:9]2)=CC=1. The product is [CH3:28][C:26]1[CH:25]=[CH:24][N:23]=[C:22]([NH:21][C:19]2[S:20][C:14]3[CH2:13][CH2:12][CH:11]([CH3:29])[C:10]4[C:16](=[CH:17][NH:8][N:9]=4)[C:15]=3[N:18]=2)[N:27]=1. The catalyst is C(O)(C(F)(F)F)=O. (3) The reactants are CS[C:3]([S:9][CH3:10])=[C:4]([C:7]#[N:8])[C:5]#[N:6].[C:11]([C:15]1[CH:21]=[CH:20][C:18]([NH2:19])=[CH:17][CH:16]=1)([CH3:14])([CH3:13])[CH3:12]. The catalyst is CCO. The product is [C:11]([C:15]1[CH:16]=[CH:17][C:18]([NH:19][C:3](=[C:4]([C:7]#[N:8])[C:5]#[N:6])[S:9][CH3:10])=[CH:20][CH:21]=1)([CH3:14])([CH3:12])[CH3:13]. The yield is 0.535. (4) The reactants are [Cl:1][C:2]1[CH:7]=[CH:6][C:5]([S:8](Cl)(=[O:10])=[O:9])=[CH:4][CH:3]=1.[CH3:12][O:13][C:14](=[O:28])[C@@H:15]([NH2:27])[CH:16]([CH2:22][C:23]([F:26])([F:25])[F:24])[CH2:17][C:18]([F:21])([F:20])[F:19].N1C=CC=CC=1. The catalyst is C(Cl)Cl.Cl. The product is [CH3:12][O:13][C:14](=[O:28])[C@@H:15]([NH:27][S:8]([C:5]1[CH:6]=[CH:7][C:2]([Cl:1])=[CH:3][CH:4]=1)(=[O:10])=[O:9])[CH:16]([CH2:17][C:18]([F:21])([F:20])[F:19])[CH2:22][C:23]([F:25])([F:26])[F:24]. The yield is 0.840. (5) The reactants are [CH2:1]([NH:4][C:5]1[C:14]2[C:9](=[CH:10][CH:11]=[C:12]([N+:15]([O-:17])=[O:16])[CH:13]=2)[N:8]=[C:7](Cl)[N:6]=1)[CH:2]=[CH2:3].[CH:19]([NH2:22])([CH3:21])[CH3:20]. The catalyst is O. The product is [CH2:1]([NH:4][C:5]1[C:14]2[C:9](=[CH:10][CH:11]=[C:12]([N+:15]([O-:17])=[O:16])[CH:13]=2)[N:8]=[C:7]([NH:22][CH:19]([CH3:21])[CH3:20])[N:6]=1)[CH:2]=[CH2:3]. The yield is 0.994. (6) The reactants are Br[C:2]1[CH:3]=[C:4]2[C:9](=[CH:10][CH:11]=1)[CH2:8][CH2:7][CH2:6][CH2:5]2.C([Li])CCC.[B:17](OC(C)C)([O:22]C(C)C)[O:18]C(C)C.[Cl-].[NH4+]. The catalyst is C1COCC1. The product is [CH:3]1[C:4]2[CH2:5][CH2:6][CH2:7][CH2:8][C:9]=2[CH:10]=[CH:11][C:2]=1[B:17]([OH:22])[OH:18]. The yield is 0.930. (7) The reactants are [N+:1]([C:4]1[CH:5]=[C:6]([CH:11]=[CH:12][CH:13]=1)[C:7]([O:9][CH3:10])=[O:8])([O-])=O. The catalyst is CO.[Pd]. The product is [NH2:1][C:4]1[CH:5]=[C:6]([CH:11]=[CH:12][CH:13]=1)[C:7]([O:9][CH3:10])=[O:8]. The yield is 0.980.